From a dataset of Peptide-MHC class I binding affinity with 185,985 pairs from IEDB/IMGT. Regression. Given a peptide amino acid sequence and an MHC pseudo amino acid sequence, predict their binding affinity value. This is MHC class I binding data. (1) The peptide sequence is YTVKFPNL. The MHC is H-2-Db with pseudo-sequence H-2-Db. The binding affinity (normalized) is 0.310. (2) The MHC is HLA-B15:09 with pseudo-sequence HLA-B15:09. The peptide sequence is ETIEDYLGY. The binding affinity (normalized) is 0.0847. (3) The peptide sequence is APGWLIWTY. The MHC is HLA-A02:02 with pseudo-sequence HLA-A02:02. The binding affinity (normalized) is 0.0754. (4) The peptide sequence is GQFNRYAAM. The MHC is HLA-B07:02 with pseudo-sequence HLA-B07:02. The binding affinity (normalized) is 0.0847. (5) The peptide sequence is VSAHAFTFM. The MHC is H-2-Kb with pseudo-sequence H-2-Kb. The binding affinity (normalized) is 0.576. (6) The peptide sequence is EPIEGKVVQY. The MHC is HLA-A26:01 with pseudo-sequence HLA-A26:01. The binding affinity (normalized) is 0.269.